Predict the product of the given reaction. From a dataset of Forward reaction prediction with 1.9M reactions from USPTO patents (1976-2016). (1) Given the reactants C(O[C:4](=[O:24])[CH:5]=[C:6]([NH:8][C:9]1[CH:14]=[CH:13][C:12]([F:15])=[C:11]([O:16][CH2:17][C:18]2[CH:23]=[CH:22][CH:21]=[CH:20][CH:19]=2)[CH:10]=1)[CH3:7])C.CCCCCC, predict the reaction product. The product is: [CH2:17]([O:16][C:11]1[CH:10]=[C:9]2[C:14]([C:4](=[O:24])[CH:5]=[C:6]([CH3:7])[NH:8]2)=[CH:13][C:12]=1[F:15])[C:18]1[CH:19]=[CH:20][CH:21]=[CH:22][CH:23]=1. (2) Given the reactants [Cl:1][C:2]1[CH:7]=[CH:6][CH:5]=[CH:4][C:3]=1[CH2:8][C:9](O)=O.[CH3:12][C:13]1[CH:18]=[CH:17][C:16]([NH:19][C:20](=[S:23])[NH:21][NH2:22])=[CH:15][CH:14]=1, predict the reaction product. The product is: [Cl:1][C:2]1[CH:7]=[CH:6][CH:5]=[CH:4][C:3]=1[CH2:8][C:9]1[N:19]([C:16]2[CH:17]=[CH:18][C:13]([CH3:12])=[CH:14][CH:15]=2)[C:20](=[S:23])[NH:21][N:22]=1. (3) Given the reactants FC1C=C2C(=CC=1F)N=C(/C=C/C1C=CC(O)=CC=1)C=C2.[C:22]([C:24]1[C:34]2[CH2:33][O:32][C:31]3[CH:35]=[CH:36][C:37](/[CH:39]=[CH:40]/[C:41]4[CH:50]=[CH:49][C:48]5[C:43](=[CH:44][C:45]([F:52])=[C:46]([F:51])[CH:47]=5)[N:42]=4)=[CH:38][C:30]=3[C:29](=[O:53])[C:28]=2[CH:27]=[CH:26][CH:25]=1)#[N:23], predict the reaction product. The product is: [C:22]([C:24]1[C:34]2[CH2:33][O:32][C:31]3[CH:35]=[CH:36][C:37](/[CH:39]=[CH:40]/[C:41]4[CH:50]=[CH:49][C:48]5[C:43](=[CH:44][C:45]([F:52])=[C:46]([F:51])[CH:47]=5)[N:42]=4)=[CH:38][C:30]=3[CH:29]([OH:53])[C:28]=2[CH:27]=[CH:26][CH:25]=1)#[N:23]. (4) Given the reactants [OH:1][CH2:2][C:3]1[C:4]([N+:15]([O-:17])=[O:16])=[C:5]([CH:12]=[CH:13][CH:14]=1)[C:6]([N:8]([O:10][CH3:11])[CH3:9])=[O:7].[CH3:18][C:19]([Si:22](Cl)([CH3:24])[CH3:23])([CH3:21])[CH3:20].N1C=CN=C1.O, predict the reaction product. The product is: [Si:22]([O:1][CH2:2][C:3]1[C:4]([N+:15]([O-:17])=[O:16])=[C:5]([CH:12]=[CH:13][CH:14]=1)[C:6]([N:8]([O:10][CH3:11])[CH3:9])=[O:7])([C:19]([CH3:21])([CH3:20])[CH3:18])([CH3:24])[CH3:23].